This data is from Full USPTO retrosynthesis dataset with 1.9M reactions from patents (1976-2016). The task is: Predict the reactants needed to synthesize the given product. (1) Given the product [F:25][C:17]1[CH:16]=[C:15]([CH:20]=[CH:19][C:18]=1[C:21]([F:22])([F:23])[F:24])[CH2:14][N:11]([C:8]1[CH:9]=[CH:10][C:5]([F:4])=[CH:6][CH:7]=1)[NH2:12], predict the reactants needed to synthesize it. The reactants are: [NH2-].[Na+].Cl.[F:4][C:5]1[CH:10]=[CH:9][C:8]([NH:11][NH2:12])=[CH:7][CH:6]=1.Br[CH2:14][C:15]1[CH:20]=[CH:19][C:18]([C:21]([F:24])([F:23])[F:22])=[C:17]([F:25])[CH:16]=1. (2) Given the product [Br:14][CH2:1][C:2]([C:4]1[CH:9]=[CH:8][C:7]([C:10]([O:12][CH3:13])=[O:11])=[CH:6][CH:5]=1)=[O:3], predict the reactants needed to synthesize it. The reactants are: [CH3:1][C:2]([C:4]1[CH:9]=[CH:8][C:7]([C:10]([O:12][CH3:13])=[O:11])=[CH:6][CH:5]=1)=[O:3].[Br:14]Br. (3) Given the product [CH2:1]([O:3][C:4]1[CH:12]=[C:11]2[C:7]([CH:8]=[N:9][NH:10]2)=[CH:6][C:5]=1[NH:13][C:14]1[C:15]2[C:22]3[CH2:23][CH2:24][CH:25]([C:27]([N:34]([CH2:35][CH2:36][O:37][CH3:38])[CH2:33][CH2:32][O:31][CH3:30])=[O:29])[CH2:26][C:21]=3[S:20][C:16]=2[N:17]=[CH:18][N:19]=1)[CH3:2], predict the reactants needed to synthesize it. The reactants are: [CH2:1]([O:3][C:4]1[CH:12]=[C:11]2[C:7]([CH:8]=[N:9][NH:10]2)=[CH:6][C:5]=1[NH:13][C:14]1[C:15]2[C:22]3[CH2:23][CH2:24][CH:25]([C:27]([OH:29])=O)[CH2:26][C:21]=3[S:20][C:16]=2[N:17]=[CH:18][N:19]=1)[CH3:2].[CH3:30][O:31][CH2:32][CH2:33][NH:34][CH2:35][CH2:36][O:37][CH3:38]. (4) Given the product [C:1]1([CH2:7][CH2:8][CH2:9][CH:10]([NH:20][C:21]([CH:23]2[CH2:28][CH2:27][N:26]([C:42]([CH:39]3[CH2:40][CH2:41][N:36]([C:34]([O:33][C:29]([CH3:32])([CH3:31])[CH3:30])=[O:35])[CH2:37][CH2:38]3)=[O:43])[CH2:25][CH2:24]2)=[O:22])[CH2:11][CH2:12][CH2:13][C:14]2[CH:19]=[CH:18][CH:17]=[CH:16][CH:15]=2)[CH:6]=[CH:5][CH:4]=[CH:3][CH:2]=1, predict the reactants needed to synthesize it. The reactants are: [C:1]1([CH2:7][CH2:8][CH2:9][CH:10]([NH:20][C:21]([CH:23]2[CH2:28][CH2:27][NH:26][CH2:25][CH2:24]2)=[O:22])[CH2:11][CH2:12][CH2:13][C:14]2[CH:19]=[CH:18][CH:17]=[CH:16][CH:15]=2)[CH:6]=[CH:5][CH:4]=[CH:3][CH:2]=1.[C:29]([O:33][C:34]([N:36]1[CH2:41][CH2:40][CH:39]([C:42](O)=[O:43])[CH2:38][CH2:37]1)=[O:35])([CH3:32])([CH3:31])[CH3:30].C(N(CC)C(C)C)(C)C.C1CN([P+](ON2N=NC3C=CC=CC2=3)(N2CCCC2)N2CCCC2)CC1.F[P-](F)(F)(F)(F)F. (5) Given the product [Br:1][C:2]1[CH:7]=[CH:6][CH:5]=[C:4]([CH3:8])[C:3]=1[CH2:9][CH2:10][C:11]([O:13][CH2:14][CH3:15])=[O:12], predict the reactants needed to synthesize it. The reactants are: [Br:1][C:2]1[CH:7]=[CH:6][CH:5]=[C:4]([CH3:8])[C:3]=1/[CH:9]=[CH:10]/[C:11]([O:13][CH2:14][CH3:15])=[O:12]. (6) Given the product [Cl:1][C:2]1[CH:21]=[CH:20][C:19]([O:22][CH2:44][CH2:43][Cl:42])=[CH:18][C:3]=1[C:4]([NH:6][CH2:7][C:8]12[CH2:17][CH:12]3[CH2:11][CH:10]([CH2:16][CH:14]([CH2:13]3)[CH2:15]1)[CH2:9]2)=[O:5], predict the reactants needed to synthesize it. The reactants are: [Cl:1][C:2]1[CH:21]=[CH:20][C:19]([OH:22])=[CH:18][C:3]=1[C:4]([NH:6][CH2:7][C:8]12[CH2:17][CH:12]3[CH2:13][CH:14]([CH2:16][CH:10]([CH2:11]3)[CH2:9]1)[CH2:15]2)=[O:5].C1(P(C2C=CC=CC=2)C2C=CC=CC=2)C=CC=CC=1.[Cl:42][CH2:43][CH2:44]O.N(C(OCC)=O)=NC(OCC)=O. (7) The reactants are: [NH2:1][C:2]1[N:7]=[CH:6][C:5]([CH2:8][CH:9]([C:15]2[N:16]=[CH:17][N:18]([CH2:20][C:21]#[C:22][CH3:23])[CH:19]=2)[C:10]([O:12]CC)=[O:11])=[CH:4][CH:3]=1.[OH-].[Na+].Cl. Given the product [NH2:1][C:2]1[N:7]=[CH:6][C:5]([CH2:8][CH:9]([C:15]2[N:16]=[CH:17][N:18]([CH2:20][C:21]#[C:22][CH3:23])[CH:19]=2)[C:10]([OH:12])=[O:11])=[CH:4][CH:3]=1, predict the reactants needed to synthesize it. (8) Given the product [F:28][C:4]1[CH:3]=[C:2]([NH:1][C:43]([C:40]2[C:41](=[O:42])[N:36]([C:33]3[CH:34]=[CH:35][C:30]([F:29])=[CH:31][CH:32]=3)[N:37]=[CH:38][CH:39]=2)=[O:44])[CH:27]=[CH:26][C:5]=1[O:6][C:7]1[CH:12]=[CH:11][N:10]=[C:9]2[CH:13]=[C:14]([C:16]3[CH:25]=[CH:24][C:19]([C:20]([OH:55])=[O:21])=[CH:18][CH:17]=3)[S:15][C:8]=12, predict the reactants needed to synthesize it. The reactants are: [NH2:1][C:2]1[CH:27]=[CH:26][C:5]([O:6][C:7]2[CH:12]=[CH:11][N:10]=[C:9]3[CH:13]=[C:14]([C:16]4[CH:25]=[CH:24][C:19]([C:20](NC)=[O:21])=[CH:18][CH:17]=4)[S:15][C:8]=23)=[C:4]([F:28])[CH:3]=1.[F:29][C:30]1[CH:35]=[CH:34][C:33]([N:36]2[C:41](=[O:42])[C:40]([C:43](F)=[O:44])=[CH:39][CH:38]=[N:37]2)=[CH:32][CH:31]=1.FC1C=CC(NC(C2(C(F)=O)CC2)=[O:55])=CC=1. (9) Given the product [CH:1]1([C:7]2[C:15]3[C:10](=[CH:11][C:12]([C:16]([O:18][CH3:19])=[O:17])=[CH:13][CH:14]=3)[N:9]([CH2:32][C:31]#[CH:30])[C:8]=2[C:20]2[CH:25]=[CH:24][CH:23]=[CH:22][C:21]=2[CH:26]=[CH2:27])[CH2:6][CH2:5][CH2:4][CH2:3][CH2:2]1, predict the reactants needed to synthesize it. The reactants are: [CH:1]1([C:7]2[C:15]3[C:10](=[CH:11][C:12]([C:16]([O:18][CH3:19])=[O:17])=[CH:13][CH:14]=3)[NH:9][C:8]=2[C:20]2[CH:25]=[CH:24][CH:23]=[CH:22][C:21]=2[CH:26]=[CH2:27])[CH2:6][CH2:5][CH2:4][CH2:3][CH2:2]1.[H-].[Na+].[CH2:30](Br)[C:31]#[CH:32].C1(C)C=CC=CC=1.